This data is from Retrosynthesis with 50K atom-mapped reactions and 10 reaction types from USPTO. The task is: Predict the reactants needed to synthesize the given product. Given the product COc1ccc(S(=O)(=O)C(c2cnc(C(=O)NCCO)cc2C)c2cc(F)ccc2F)cc1F, predict the reactants needed to synthesize it. The reactants are: COc1ccc(S(=O)(=O)C(c2cnc(C(=O)O)cc2C)c2cc(F)ccc2F)cc1F.NCCO.